From a dataset of Catalyst prediction with 721,799 reactions and 888 catalyst types from USPTO. Predict which catalyst facilitates the given reaction. (1) Reactant: [NH2:1][C:2]1[C:10]([F:11])=[CH:9][CH:8]=[CH:7][C:3]=1[C:4]([OH:6])=[O:5].Cl[C:13]([O:16]C(Cl)=O)(Cl)Cl. Product: [F:11][C:10]1[C:2]2[NH:1][C:13](=[O:16])[O:5][C:4](=[O:6])[C:3]=2[CH:7]=[CH:8][CH:9]=1. The catalyst class is: 2. (2) Reactant: [CH3:1][O:2][C:3](=[O:35])[NH:4][CH:5]1[CH2:14][C:13]2[C:8](=[CH:9][CH:10]=[CH:11][CH:12]=2)[N:7]([C:15](=[O:34])[CH2:16][C:17]([CH3:33])([CH3:32])[CH2:18][C@H:19]([NH:24][C:25]([O:27][C:28]([CH3:31])([CH3:30])[CH3:29])=[O:26])[C@@H:20]([OH:23])[CH2:21][NH2:22])[CH2:6]1.C(=O)([O-])[O-].[Na+].[Na+].[C:42](Cl)(=[O:47])[C:43]([CH3:46])([CH3:45])[CH3:44]. Product: [CH3:1][O:2][C:3](=[O:35])[NH:4][CH:5]1[CH2:14][C:13]2[C:8](=[CH:9][CH:10]=[CH:11][CH:12]=2)[N:7]([C:15](=[O:34])[CH2:16][C:17]([CH3:33])([CH3:32])[CH2:18][C@H:19]([NH:24][C:25]([O:27][C:28]([CH3:30])([CH3:29])[CH3:31])=[O:26])[C@@H:20]([OH:23])[CH2:21][NH:22][C:42](=[O:47])[C:43]([CH3:46])([CH3:45])[CH3:44])[CH2:6]1. The catalyst class is: 13. (3) Reactant: C(NC(C)C)(C)C.C([Li])CCC.[Br:13][C:14]1[CH:15]=[C:16]([CH2:20][C:21]([OH:23])=[O:22])[CH:17]=[N:18][CH:19]=1.[F:24][C:25]1[CH:32]=[CH:31][C:28]([CH:29]=[O:30])=[CH:27][CH:26]=1. Product: [Br:13][C:14]1[CH:15]=[C:16]([C@H:20]([C@@H:29]([C:28]2[CH:31]=[CH:32][C:25]([F:24])=[CH:26][CH:27]=2)[OH:30])[C:21]([OH:23])=[O:22])[CH:17]=[N:18][CH:19]=1. The catalyst class is: 7. (4) Reactant: [Cl:1][C:2]1[CH:7]=[CH:6][CH:5]=[CH:4][C:3]=1[C:8]1[CH:17]=[C:11]2[NH:12][CH:13]=[CH:14][C:15](=O)[N:10]2[N:9]=1.C(N(CC)CC)C.O=P(Cl)(Cl)[Cl:27].C(=O)(O)[O-].[Na+]. Product: [Cl:27][C:15]1[N:10]2[N:9]=[C:8]([C:3]3[CH:4]=[CH:5][CH:6]=[CH:7][C:2]=3[Cl:1])[CH:17]=[C:11]2[N:12]=[CH:13][CH:14]=1. The catalyst class is: 133. (5) Reactant: [Cl:1][C:2]1[C:11](O)=[C:10]2[C:5]([CH:6]=[CH:7][C:8](=[O:14])[N:9]2[CH3:13])=[N:4][CH:3]=1.P(Br)(Br)[Br:16]. Product: [Br:16][C:11]1[C:2]([Cl:1])=[CH:3][N:4]=[C:5]2[C:10]=1[N:9]([CH3:13])[C:8](=[O:14])[CH:7]=[CH:6]2. The catalyst class is: 9.